Dataset: Full USPTO retrosynthesis dataset with 1.9M reactions from patents (1976-2016). Task: Predict the reactants needed to synthesize the given product. Given the product [Cl:9][CH2:10][C:11]([O:1][C:2]1([CH3:8])[CH2:7][CH2:6][O:5][CH2:4][CH2:3]1)=[O:12], predict the reactants needed to synthesize it. The reactants are: [OH:1][C:2]1([CH3:8])[CH2:7][CH2:6][O:5][CH2:4][CH2:3]1.[Cl:9][CH2:10][C:11](Cl)=[O:12].C(N(CC)CC)C.C(O)C.